Dataset: TCR-epitope binding with 47,182 pairs between 192 epitopes and 23,139 TCRs. Task: Binary Classification. Given a T-cell receptor sequence (or CDR3 region) and an epitope sequence, predict whether binding occurs between them. The epitope is YLDAYNMMI. Result: 0 (the TCR does not bind to the epitope). The TCR CDR3 sequence is CASSQYLLAGARGTYEQYF.